Dataset: Full USPTO retrosynthesis dataset with 1.9M reactions from patents (1976-2016). Task: Predict the reactants needed to synthesize the given product. (1) Given the product [C:27]1([S:26][CH:22]([CH2:21][CH2:15][CH3:16])[C:23](=[O:25])[CH3:24])[CH:32]=[CH:31][CH:30]=[CH:29][CH:28]=1, predict the reactants needed to synthesize it. The reactants are: CC(O)C#CCC.C1(S)C=CC=CC=1.[C:15]1([CH2:21][CH:22]([S:26][C:27]2[CH:32]=[CH:31][CH:30]=[CH:29][CH:28]=2)[C:23](=[O:25])[CH3:24])C=CC=C[CH:16]=1. (2) Given the product [ClH:28].[F:1][C:2]1[CH:3]=[C:4]([CH2:5][NH:6][CH2:7][CH2:8][CH:9]([CH3:11])[CH3:10])[CH:12]=[CH:13][C:14]=1[O:15][C:16]1[CH:17]=[C:18]([OH:22])[CH:19]=[CH:20][CH:21]=1, predict the reactants needed to synthesize it. The reactants are: [F:1][C:2]1[CH:3]=[C:4]([CH:12]=[CH:13][C:14]=1[O:15][C:16]1[CH:21]=[CH:20][CH:19]=[C:18]([O:22]C)[CH:17]=1)[CH2:5][NH:6][CH2:7][CH2:8][CH:9]([CH3:11])[CH3:10].B(Br)(Br)Br.[Cl:28]CCl. (3) Given the product [N:1]1([C:5]([C:7]2[CH:8]=[C:9]([Cl:37])[C:10]([O:13][C:14]3[CH:15]=[C:16]([CH:17]=[C:18]([C:20]4[NH:21][C:22]([C:25]5[O:26][C@@H:27]([CH3:30])[CH2:28][N:29]=5)=[CH:23][CH:24]=4)[CH:19]=3)[O:31][C@@H:32]([CH3:36])[CH2:33][OH:34])=[N:11][CH:12]=2)=[O:6])[CH2:2][CH2:3][CH2:4]1, predict the reactants needed to synthesize it. The reactants are: [N:1]1([C:5]([C:7]2[CH:8]=[C:9]([Cl:37])[C:10]([O:13][C:14]3[CH:19]=[C:18]([C:20]4[NH:21][C:22]([C:25]5[O:26][C@@H:27]([CH3:30])[CH2:28][N:29]=5)=[CH:23][CH:24]=4)[CH:17]=[C:16]([O:31][C@@H:32]([CH3:36])[CH2:33][O:34]C)[CH:15]=3)=[N:11][CH:12]=2)=[O:6])[CH2:4][CH2:3][CH2:2]1.B(Br)(Br)Br.[Cl-].[NH4+]. (4) Given the product [CH:12]1([NH:8][C:1]([C:14]2[O:19][C:18]([CH3:20])=[CH:17][C:16](=[O:23])[C:15]=2[O:34][CH2:33][C:24]2[CH:29]=[CH:28][CH:27]=[CH:26][CH:25]=2)=[O:2])[CH2:11][CH2:17][CH2:16][CH2:15][CH2:14]1, predict the reactants needed to synthesize it. The reactants are: [C:1]([N:8]1[CH:12]=[CH:11]N=C1)(N1C=CN=C1)=[O:2].C[C:14]1[O:19][C:18]([C:20](O)=O)=[CH:17][C:16](=[O:23])[CH:15]=1.[CH:24]1(N)[CH2:29][CH2:28][CH2:27][CH2:26][CH2:25]1.CN(C)[CH:33]=[O:34]. (5) Given the product [CH3:57][C:45]1[C:44]([C:19]([O:20][CH3:21])=[O:59])=[N:49][CH:48]=[C:47]([O:50][CH2:51][C:52]2[O:53][CH:54]=[CH:55][N:56]=2)[CH:46]=1, predict the reactants needed to synthesize it. The reactants are: C1(P(C2C=CC=CC=2)C2[C:21]3[O:20][C:19]4C(=CC=CC=4P(C4C=CC=CC=4)C4C=CC=CC=4)C(C)(C)C=3C=CC=2)C=CC=CC=1.Br[C:44]1[N:49]=[CH:48][C:47]([O:50][CH2:51][C:52]2[O:53][CH:54]=[CH:55][N:56]=2)=[CH:46][C:45]=1[CH3:57].C[OH:59]. (6) The reactants are: [F:1][C:2]([F:17])([F:16])[C:3]1[CH:8]=[CH:7][C:6]([CH:9]([CH:11]([C:14]#[N:15])[C:12]#[N:13])[CH3:10])=[CH:5][CH:4]=1.[H-].[Na+].Br[CH2:21][CH2:22][C:23]([F:26])([F:25])[F:24]. Given the product [F:1][C:2]([F:16])([F:17])[C:3]1[CH:4]=[CH:5][C:6]([CH:9]([C:11]([CH2:21][CH2:22][C:23]([F:26])([F:25])[F:24])([C:14]#[N:15])[C:12]#[N:13])[CH3:10])=[CH:7][CH:8]=1, predict the reactants needed to synthesize it. (7) Given the product [C:5]([O:9][C:10](=[O:27])[NH:11][C@@H:12]([CH:20]1[CH2:21][CH2:22][C:23](=[O:26])[CH2:24][CH2:25]1)[C:13](=[O:19])[N:14]1[CH2:18][CH2:17][S:16][CH2:15]1)([CH3:8])([CH3:6])[CH3:7], predict the reactants needed to synthesize it. The reactants are: CS(C)=O.[C:5]([O:9][C:10](=[O:27])[NH:11][C@@H:12]([CH:20]1[CH2:25][CH2:24][CH:23]([OH:26])[CH2:22][CH2:21]1)[C:13](=[O:19])[N:14]1[CH2:18][CH2:17][S:16][CH2:15]1)([CH3:8])([CH3:7])[CH3:6].C(N(CC)CC)C.